Task: Binary Classification. Given a drug SMILES string, predict its activity (active/inactive) in a high-throughput screening assay against a specified biological target.. Dataset: M1 muscarinic receptor antagonist screen with 61,756 compounds The molecule is o1c2c(c(c1C)C(OCC)=O)cc(OCC(=O)N(CC)CC)cc2. The result is 0 (inactive).